From a dataset of Forward reaction prediction with 1.9M reactions from USPTO patents (1976-2016). Predict the product of the given reaction. (1) Given the reactants [C:1]([P:5](Cl)[C:6]([CH3:9])([CH3:8])[CH3:7])([CH3:4])([CH3:3])[CH3:2].[CH2:11](Cl)[CH:12]=[CH:13][CH3:14].[Mg].S(=O)(=O)(O)O, predict the reaction product. The product is: [C:1]([P:5]([C:6]([CH3:9])([CH3:8])[CH3:7])[CH2:11][CH:12]=[CH:13][CH3:14])([CH3:4])([CH3:3])[CH3:2]. (2) Given the reactants [NH:1]1[C:5]2[CH:6]=[CH:7][CH:8]=[CH:9][C:4]=2[N:3]=[C:2]1[CH2:10][N:11]1[C@@H:23]2[C@H:14]([CH2:15][CH2:16][C:17]3[CH:18]=[CH:19][CH:20]=[N:21][C:22]=32)[CH2:13][CH2:12]1.C(=O)([O-])[O-].[K+].[K+].Br[CH2:31][CH2:32][CH2:33][C:34]#[N:35].[I-].[K+], predict the reaction product. The product is: [N:11]1([CH2:10][C:2]2[N:3]([CH2:31][CH2:32][CH2:33][CH2:34][NH2:35])[C:4]3[CH:9]=[CH:8][CH:7]=[CH:6][C:5]=3[N:1]=2)[C@@H:23]2[C@H:14]([CH2:15][CH2:16][C:17]3[CH:18]=[CH:19][CH:20]=[N:21][C:22]=32)[CH2:13][CH2:12]1.